From a dataset of Peptide-MHC class I binding affinity with 185,985 pairs from IEDB/IMGT. Regression. Given a peptide amino acid sequence and an MHC pseudo amino acid sequence, predict their binding affinity value. This is MHC class I binding data. (1) The peptide sequence is ATTHSWIPK. The MHC is HLA-B07:02 with pseudo-sequence HLA-B07:02. The binding affinity (normalized) is 0.0847. (2) The peptide sequence is NEKVAGFAKF. The MHC is HLA-B44:02 with pseudo-sequence HLA-B44:02. The binding affinity (normalized) is 0.664.